Dataset: Reaction yield outcomes from USPTO patents with 853,638 reactions. Task: Predict the reaction yield, written as a fraction of the theoretical maximum amount of product (1.0 means a 100% yield; for example, 0.34 means a 34% yield). (1) The reactants are [OH-].[K+].[Br:3][C:4]1[CH:5]=[CH:6][C:7]2[NH:8][C:9]3[C:14]([C:15]=2[CH:16]=1)=[CH:13][C:12]([Br:17])=[CH:11][CH:10]=3.[CH2:18]([CH:20]1[O:22][CH2:21]1)Br. The catalyst is CN(C=O)C. The product is [Br:17][C:12]1[CH:11]=[CH:10][C:9]2[N:8]([CH2:18][CH:20]3[CH2:21][O:22]3)[C:7]3[C:15]([C:14]=2[CH:13]=1)=[CH:16][C:4]([Br:3])=[CH:5][CH:6]=3. The yield is 0.660. (2) The reactants are [Cl:1][C:2]1[CH:3]=[C:4](B(O)O)[CH:5]=[CH:6][CH:7]=1.C([O-])(=O)C.C([O-])(=O)C.[Cl:19][C:20]1[CH:21]=[C:22]([I+2:26])[CH:23]=[CH:24][CH:25]=1.[F:27][B-:28]([F:31])([F:30])[F:29].[Na+]. The catalyst is C(Cl)Cl. The product is [F:27][B-:28]([F:31])([F:30])[F:29].[Cl:1][C:2]1[CH:3]=[C:4]([I+:26][C:22]2[CH:23]=[CH:24][CH:25]=[C:20]([Cl:19])[CH:21]=2)[CH:5]=[CH:6][CH:7]=1. The yield is 0.680. (3) The reactants are [Cl:1][CH2:2][C:3](=O)[CH2:4][C:5]([O:7][CH2:8][CH3:9])=[O:6].[C:11]1([CH:18]=CC=[C:14](O)[CH:13]=1)[OH:12]. The catalyst is S(=O)(=O)(O)O. The product is [Cl:1][CH2:2][C:3]1[C:9]2[C:8](=[CH:18][C:11]([OH:12])=[CH:13][CH:14]=2)[O:7][C:5](=[O:6])[CH:4]=1. The yield is 0.840. (4) The reactants are [CH2:1]([N:3]([CH2:36][CH3:37])[CH2:4][CH2:5][CH2:6][NH:7][C:8]1[N:9]=[C:10]([C:27]2[CH:28]=[C:29]([CH:33]=[CH:34][CH:35]=2)[C:30]([OH:32])=O)[C:11]2[CH:17]=[CH:16][C:15](=[O:18])[N:14]([C:19]3[C:24]([F:25])=[CH:23][CH:22]=[CH:21][C:20]=3[F:26])[C:12]=2[N:13]=1)[CH3:2].CN(C(ON1N=NC2C=CC=CC1=2)=[N+](C)C)C.F[P-](F)(F)(F)(F)F.C(N(CC)CC)C.[C:69]([NH2:73])([CH3:72])([CH3:71])[CH3:70]. The catalyst is CN(C=O)C. The product is [CH2:1]([N:3]([CH2:36][CH3:37])[CH2:4][CH2:5][CH2:6][NH:7][C:8]1[N:9]=[C:10]([C:27]2[CH:28]=[C:29]([CH:33]=[CH:34][CH:35]=2)[C:30]([NH:73][C:69]([CH3:72])([CH3:71])[CH3:70])=[O:32])[C:11]2[CH:17]=[CH:16][C:15](=[O:18])[N:14]([C:19]3[C:24]([F:25])=[CH:23][CH:22]=[CH:21][C:20]=3[F:26])[C:12]=2[N:13]=1)[CH3:2]. The yield is 0.520. (5) The reactants are [CH3:1][C:2]1([CH3:24])[O:6][C@H:5]([CH2:7][N:8]2[CH:12]=[CH:11][C:10]([N:13]3C(=O)C4C(=CC=CC=4)C3=O)=[N:9]2)[CH2:4][O:3]1.CN.CCCCCCC. The catalyst is C(OC)(C)(C)C.C(O)C. The product is [CH3:1][C:2]1([CH3:24])[O:6][C@H:5]([CH2:7][N:8]2[CH:12]=[CH:11][C:10]([NH2:13])=[N:9]2)[CH2:4][O:3]1. The yield is 0.946. (6) The reactants are [NH2:1][C:2]1[C:7]([C:8]#[N:9])=[C:6]([N:10]2[CH2:15][CH2:14][CH:13]([C:16]3[N:17]([CH2:32][CH2:33][OH:34])[CH:18]=[C:19]([C:21]4[CH:26]=[CH:25][C:24]([F:27])=[C:23]([C:28]([F:31])([F:30])[F:29])[CH:22]=4)[N:20]=3)[CH2:12][CH2:11]2)[N:5]=[CH:4][N:3]=1.C(N(CC)CC)C.[CH3:42][S:43](Cl)(=[O:45])=[O:44]. The catalyst is ClCCl. The product is [NH2:1][C:2]1[N:3]=[CH:4][N:5]=[C:6]([N:10]2[CH2:11][CH2:12][CH:13]([C:16]3[N:17]([CH2:32][CH2:33][O:34][S:43]([CH3:42])(=[O:45])=[O:44])[CH:18]=[C:19]([C:21]4[CH:26]=[CH:25][C:24]([F:27])=[C:23]([C:28]([F:31])([F:30])[F:29])[CH:22]=4)[N:20]=3)[CH2:14][CH2:15]2)[C:7]=1[C:8]#[N:9]. The yield is 0.998. (7) The reactants are [C:1]([O:4][CH2:5][C:6]([CH2:8][Si](C)(C)C)=[CH2:7])(=O)[CH3:2].[C:13](OCC)(=O)[CH:14]=[CH2:15].P(OC(C)C)(OC(C)C)[O:21]C(C)C. The catalyst is C1(C)C=CC=CC=1.C([O-])(=O)C.[Pd+2].C([O-])(=O)C. The product is [CH2:13]=[C:14]1[CH2:15][CH2:8][CH:6]([C:5]([O:4][CH2:1][CH3:2])=[O:21])[CH2:7]1. The yield is 0.800.